Dataset: Reaction yield outcomes from USPTO patents with 853,638 reactions. Task: Predict the reaction yield, written as a fraction of the theoretical maximum amount of product (1.0 means a 100% yield; for example, 0.34 means a 34% yield). (1) The reactants are C(Cl)(=O)C.[Cl:5][C:6]1[CH:42]=[CH:41][C:40]([N:43]2[CH:47]=[CH:46][CH:45]=[N:44]2)=[CH:39][C:7]=1[C:8]([NH:10][C:11](=[O:38])[NH:12][C:13]1[S:14][C:15]2[CH:21]=[C:20]([S:22]([CH:25]3[CH2:30][CH2:29][N:28]([C:31](OC(C)(C)C)=O)[CH2:27][CH2:26]3)(=[O:24])=[O:23])[CH:19]=[CH:18][C:16]=2[N:17]=1)=[O:9].C=O.C([BH3-])#N.[Na+]. The catalyst is O.CC(O)=O. The product is [Cl:5][C:6]1[CH:42]=[CH:41][C:40]([N:43]2[CH:47]=[CH:46][CH:45]=[N:44]2)=[CH:39][C:7]=1[C:8]([NH:10][C:11](=[O:38])[NH:12][C:13]1[S:14][C:15]2[CH:21]=[C:20]([S:22]([CH:25]3[CH2:30][CH2:29][N:28]([CH3:31])[CH2:27][CH2:26]3)(=[O:24])=[O:23])[CH:19]=[CH:18][C:16]=2[N:17]=1)=[O:9]. The yield is 0.770. (2) The reactants are [CH3:1][O:2][C:3](=[O:16])[C:4]1[C:9]([CH2:10][C:11]([O:13][CH3:14])=[O:12])=[CH:8][CH:7]=[CH:6][C:5]=1[OH:15].[S:17](O[S:17]([C:20]([F:23])([F:22])[F:21])(=[O:19])=[O:18])([C:20]([F:23])([F:22])[F:21])(=[O:19])=[O:18].N1C=CC=CC=1. The catalyst is C(Cl)Cl. The product is [CH3:1][O:2][C:3](=[O:16])[C:4]1[C:5]([O:15][S:17]([C:20]([F:23])([F:22])[F:21])(=[O:19])=[O:18])=[CH:6][CH:7]=[CH:8][C:9]=1[CH2:10][C:11]([O:13][CH3:14])=[O:12]. The yield is 0.900. (3) The reactants are [C:1]([O:5][C:6]([NH:8][C:9]1[S:10][C:11]([CH2:14][CH2:15][C@H:16]2[C:19](=[O:20])[N:18]([C:21](=[O:36])[NH:22][CH:23]([C:30]3[CH:35]=[CH:34][CH:33]=[CH:32][CH:31]=3)[C:24]3[CH:29]=[CH:28][CH:27]=[CH:26][CH:25]=3)[C@@H:17]2[C:37]([O:39]CC2C=CC=CC=2)=[O:38])=[CH:12][N:13]=1)=[O:7])([CH3:4])([CH3:3])[CH3:2]. The catalyst is [Pd].CO.CCOC(C)=O. The product is [C:1]([O:5][C:6]([NH:8][C:9]1[S:10][C:11]([CH2:14][CH2:15][C@H:16]2[C:19](=[O:20])[N:18]([C:21](=[O:36])[NH:22][CH:23]([C:30]3[CH:31]=[CH:32][CH:33]=[CH:34][CH:35]=3)[C:24]3[CH:25]=[CH:26][CH:27]=[CH:28][CH:29]=3)[C@@H:17]2[C:37]([OH:39])=[O:38])=[CH:12][N:13]=1)=[O:7])([CH3:4])([CH3:2])[CH3:3]. The yield is 0.970. (4) The yield is 0.210. The product is [CH:1]1[C:10]2[C:5](=[CH:6][C:19]([C:20]([OH:21])=[O:13])=[CH:8][CH:9]=2)[CH:4]=[CH:3][N:2]=1. No catalyst specified. The reactants are [CH:1]1[C:10]2[C:5](=[CH:6]C(C#N)=[CH:8][CH:9]=2)[CH:4]=[CH:3][N:2]=1.[OH-:13].[K+].Cl.C(O)CO[CH2:19][CH2:20][OH:21]. (5) The reactants are [F:1][CH2:2][C:3]([CH2:9][F:10])([CH3:8])[C:4](OC)=[O:5].[H-].[Na+].[CH3:13][C:14]#[N:15]. The catalyst is C1COCC1. The product is [F:1][CH2:2][C:3]([CH2:9][F:10])([CH3:8])[C:4](=[O:5])[CH2:13][C:14]#[N:15]. The yield is 0.800. (6) The catalyst is O1CCCC1.O1CCCC1.O. The reactants are [O:1]1[CH2:6][CH2:5][CH2:4][CH2:3][CH:2]1[N:7]1[C:15]2[C:10](=[CH:11][C:12]([C:16]3[N:20]=[CH:19][N:18]([C:21]([C:34]4[CH:39]=[CH:38][CH:37]=[CH:36][CH:35]=4)([C:28]4[CH:33]=[CH:32][CH:31]=[CH:30][CH:29]=4)[C:22]4[CH:27]=[CH:26][CH:25]=[CH:24][CH:23]=4)[N:17]=3)=[CH:13][CH:14]=2)[C:9]([C:40]2[CH:41]=[C:42]([CH:47]=[CH:48][CH:49]=2)[C:43](OC)=[O:44])=[N:8]1.O.[OH-].[Li+].[NH2:53][CH:54]1[CH2:62][C:61]2[C:56](=[CH:57][CH:58]=[CH:59][CH:60]=2)[CH2:55]1.O.ON1C2C=CC=CC=2N=N1.Cl.CN(C)CCCN=C=NCC. The product is [CH2:55]1[C:56]2[C:61](=[CH:60][CH:59]=[CH:58][CH:57]=2)[CH2:62][CH:54]1[NH:53][C:43]([C:42]1[CH:47]=[CH:48][CH:49]=[C:40]([C:9]2[C:10]3[C:15](=[CH:14][CH:13]=[C:12]([C:16]4[N:20]=[CH:19][N:18]([C:21]([C:28]5[CH:29]=[CH:30][CH:31]=[CH:32][CH:33]=5)([C:34]5[CH:39]=[CH:38][CH:37]=[CH:36][CH:35]=5)[C:22]5[CH:27]=[CH:26][CH:25]=[CH:24][CH:23]=5)[N:17]=4)[CH:11]=3)[N:7]([CH:2]3[CH2:3][CH2:4][CH2:5][CH2:6][O:1]3)[N:8]=2)[CH:41]=1)=[O:44]. The yield is 0.740. (7) The reactants are [F:1][C:2]([F:22])([C:8]1[CH:13]=[CH:12][CH:11]=[C:10]([CH2:14][N:15]2[CH2:20][CH2:19][N:18]([CH3:21])[CH2:17][CH2:16]2)[CH:9]=1)[C:3]([O:5]CC)=[O:4].CO.O.O.[OH-].[Li+]. The catalyst is O1CCCC1. The product is [F:22][C:2]([F:1])([C:8]1[CH:13]=[CH:12][CH:11]=[C:10]([CH2:14][N:15]2[CH2:20][CH2:19][N:18]([CH3:21])[CH2:17][CH2:16]2)[CH:9]=1)[C:3]([OH:5])=[O:4]. The yield is 0.820. (8) The yield is 0.840. The product is [CH3:1][O:2][C:3]1[CH:4]=[C:5]2[C:6](=[CH:16][CH:17]=1)[NH:7][C:8]([C:10]1[CH:11]=[CH:12][CH:13]=[CH:14][CH:15]=1)=[CH:9]2. The catalyst is [N+](CCCC)(CCCC)(CCCC)CCCC.[Br-].CC([O-])=O.CC([O-])=O.[Pd+2].CS(C)=O. The reactants are [CH3:1][O:2][C:3]1[CH:17]=[CH:16][C:6](/[N:7]=[C:8](/[C:10]2[CH:15]=[CH:14][CH:13]=[CH:12][CH:11]=2)\[CH3:9])=[CH:5][CH:4]=1. (9) The reactants are C(OC([N:11]1[CH2:22][CH2:21][N:20]([CH2:23][C:24]([O:26][C:27]([CH3:30])([CH3:29])[CH3:28])=[O:25])[CH2:19][CH2:18][N:17](C(OCC2C=CC=CC=2)=O)[CH2:16][CH2:15][N:14]([CH2:41][C:42]([O:44][C:45]([CH3:48])([CH3:47])[CH3:46])=[O:43])[CH2:13][CH2:12]1)=O)C1C=CC=CC=1.CCOCC. The catalyst is C(O)C.[Pd]. The product is [C:24]([CH2:23][N:20]1[CH2:21][CH2:22][NH:11][CH2:12][CH2:13][N:14]([CH2:41][C:42]([O:44][C:45]([CH3:48])([CH3:47])[CH3:46])=[O:43])[CH2:15][CH2:16][NH:17][CH2:18][CH2:19]1)([O:26][C:27]([CH3:28])([CH3:30])[CH3:29])=[O:25]. The yield is 0.970. (10) The reactants are [Cl:1][CH2:2][CH2:3][CH2:4][CH2:5][C:6]#[C:7][CH:8](OCC)[O:9]CC.O. The catalyst is C1(C)C=CC(S(O)(=O)=O)=CC=1.O1CCCC1. The product is [Cl:1][CH2:2][CH2:3][CH2:4][CH2:5][C:6]#[C:7][CH:8]=[O:9]. The yield is 0.953.